Dataset: Peptide-MHC class I binding affinity with 185,985 pairs from IEDB/IMGT. Task: Regression. Given a peptide amino acid sequence and an MHC pseudo amino acid sequence, predict their binding affinity value. This is MHC class I binding data. (1) The peptide sequence is ATSRTLSYY. The MHC is HLA-A68:01 with pseudo-sequence HLA-A68:01. The binding affinity (normalized) is 0.344. (2) The MHC is HLA-A11:01 with pseudo-sequence HLA-A11:01. The peptide sequence is LIVSLCPTKK. The binding affinity (normalized) is 0.626.